Dataset: CYP3A4 inhibition data for predicting drug metabolism from PubChem BioAssay. Task: Regression/Classification. Given a drug SMILES string, predict its absorption, distribution, metabolism, or excretion properties. Task type varies by dataset: regression for continuous measurements (e.g., permeability, clearance, half-life) or binary classification for categorical outcomes (e.g., BBB penetration, CYP inhibition). Dataset: cyp3a4_veith. (1) The result is 1 (inhibitor). The molecule is COc1ccc(O[C@H]2C=C[C@@H](c3ccccc3)O[C@H]2COC(=O)CC/C(C)=N/O[C@@H]2O[C@H](COC(C)=O)[C@H](OC(C)=O)[C@H](OC(C)=O)[C@H]2OC(C)=O)cc1. (2) The compound is COc1ccc2c(c1)O[C@H](c1cccc(C(F)(F)F)c1)[C@@H](O)C2=O. The result is 0 (non-inhibitor).